From a dataset of Forward reaction prediction with 1.9M reactions from USPTO patents (1976-2016). Predict the product of the given reaction. (1) Given the reactants [OH:1][C:2]1[C:9]([O:10][CH3:11])=[CH:8][C:5]([CH:6]=[O:7])=[CH:4][C:3]=1[O:12][CH3:13].C([O-])([O-])=O.[Cs+].[Cs+].Br[CH2:21][CH2:22][CH3:23].O, predict the reaction product. The product is: [CH3:13][O:12][C:3]1[CH:4]=[C:5]([CH:8]=[C:9]([O:10][CH3:11])[C:2]=1[O:1][CH2:21][CH2:22][CH3:23])[CH:6]=[O:7]. (2) Given the reactants [CH2:1]([O:8][C:9]1[CH:10]=[CH:11][C:12]([C@@H:20]([O:32][Si:33]([C:36]([CH3:39])([CH3:38])[CH3:37])([CH3:35])[CH3:34])[CH2:21][NH:22][CH2:23][CH2:24][C:25]2[CH:30]=[CH:29][C:28]([OH:31])=[CH:27][CH:26]=2)=[C:13]2[C:18]=1[NH:17][C:16](=[O:19])[CH:15]=[CH:14]2)[C:2]1[CH:7]=[CH:6][CH:5]=[CH:4][CH:3]=1.[C:40]([O:44][C:45](O[C:45]([O:44][C:40]([CH3:43])([CH3:42])[CH3:41])=[O:46])=[O:46])([CH3:43])([CH3:42])[CH3:41], predict the reaction product. The product is: [CH2:1]([O:8][C:9]1[CH:10]=[CH:11][C:12]([C@@H:20]([O:32][Si:33]([C:36]([CH3:39])([CH3:38])[CH3:37])([CH3:35])[CH3:34])[CH2:21][N:22]([CH2:23][CH2:24][C:25]2[CH:30]=[CH:29][C:28]([OH:31])=[CH:27][CH:26]=2)[C:45](=[O:46])[O:44][C:40]([CH3:43])([CH3:42])[CH3:41])=[C:13]2[C:18]=1[NH:17][C:16](=[O:19])[CH:15]=[CH:14]2)[C:2]1[CH:3]=[CH:4][CH:5]=[CH:6][CH:7]=1.